From a dataset of Catalyst prediction with 721,799 reactions and 888 catalyst types from USPTO. Predict which catalyst facilitates the given reaction. (1) Reactant: [CH2:1]([O:3][CH2:4][CH2:5][CH:6]1[CH2:17][CH2:16][C:15]2[S:14][C:13]3[N:12]=[CH:11][N:10]=[C:9]([O:18][CH:19]4[CH2:24][CH2:23][CH:22]([N:25]([CH3:33])[C:26](=O)OC(C)(C)C)[CH2:21][CH2:20]4)[C:8]=3[C:7]1=2)[CH3:2].C=O. Product: [CH2:1]([O:3][CH2:4][CH2:5][CH:6]1[CH2:17][CH2:16][C:15]2[S:14][C:13]3[N:12]=[CH:11][N:10]=[C:9]([O:18][CH:19]4[CH2:20][CH2:21][CH:22]([N:25]([CH3:33])[CH3:26])[CH2:23][CH2:24]4)[C:8]=3[C:7]1=2)[CH3:2]. The catalyst class is: 106. (2) Reactant: [Cl:1][C:2]1[CH:7]=[CH:6][C:5]([C@@:8]2([O:18][C@H:17]([CH2:19][O:20]S(C3C(Cl)=CC=CC=3Cl)(=O)=O)[C@@H:15]([OH:16])[C@H:13]([OH:14])[C@H:11]2[OH:12])[O:9][CH3:10])=[CH:4][C:3]=1[CH2:32][C:33]1[CH:38]=[CH:37][C:36]([O:39]S(C2C(Cl)=CC=CC=2Cl)(=O)=O)=[CH:35][CH:34]=1.N1C(C)=CC(C)=CC=1C.[O-:60][CH2:61]C.[Na+].C(O)C.OS([O-])=O.[Na+]. Product: [Cl:1][C:2]1[CH:7]=[CH:6][C:5]([C@@:8]2([O:9][CH3:10])[C@H:11]([OH:12])[C@@H:13]([OH:14])[C@H:15]([OH:16])[C:17]([CH2:19][OH:20])([CH2:61][OH:60])[O:18]2)=[CH:4][C:3]=1[CH2:32][C:33]1[CH:34]=[CH:35][C:36]([OH:39])=[CH:37][CH:38]=1. The catalyst class is: 16. (3) Reactant: [CH:1]([C:4]1[CH:8]=[C:7]([C:9]([O:11][CH2:12][CH3:13])=[O:10])[NH:6][N:5]=1)([CH3:3])[CH3:2].[Cl:14][C:15]1[CH:22]=[C:21]([Cl:23])[CH:20]=[CH:19][C:16]=1[CH2:17]Cl.C(=O)([O-])[O-].[K+].[K+].CN(C)C=O. Product: [Cl:14][C:15]1[CH:22]=[C:21]([Cl:23])[CH:20]=[CH:19][C:16]=1[CH2:17][N:6]1[C:7]([C:9]([O:11][CH2:12][CH3:13])=[O:10])=[CH:8][C:4]([CH:1]([CH3:3])[CH3:2])=[N:5]1. The catalyst class is: 6. (4) Reactant: [CH3:1][C:2]1[N:7]([C:8]2[CH:13]=[CH:12][CH:11]=[C:10]([C:14]([F:17])([F:16])[F:15])[CH:9]=2)[C:6](=[O:18])[C:5]([C:19]([OH:21])=[O:20])=[CH:4][CH:3]=1.C(=O)([O-])[O-].[Na+].[Na+].I[CH2:29][CH3:30]. Product: [CH3:1][C:2]1[N:7]([C:8]2[CH:13]=[CH:12][CH:11]=[C:10]([C:14]([F:16])([F:17])[F:15])[CH:9]=2)[C:6](=[O:18])[C:5]([C:19]([O:21][CH2:29][CH3:30])=[O:20])=[CH:4][CH:3]=1. The catalyst class is: 37. (5) Reactant: [H-].[H-].[H-].[H-].[Li+].[Al+3].[C:7]([C:11]1[CH:12]=[C:13]([NH:23][C:24](=[O:46])[C:25]2[CH:30]=[CH:29][C:28]([CH3:31])=[C:27]([O:32][C:33]3[CH:38]=[CH:37][N:36]=[C:35]([CH2:39][N:40]4[CH2:45][CH2:44][NH:43][CH2:42][CH2:41]4)[CH:34]=3)[CH:26]=2)[C:14]([O:21][CH3:22])=[C:15]([CH:20]=1)[C:16](OC)=[O:17])([CH3:10])([CH3:9])[CH3:8].[OH-].[Na+]. The catalyst class is: 54. Product: [C:7]([C:11]1[CH:20]=[C:15]([CH2:16][OH:17])[C:14]([O:21][CH3:22])=[C:13]([NH:23][C:24](=[O:46])[C:25]2[CH:30]=[CH:29][C:28]([CH3:31])=[C:27]([O:32][C:33]3[CH:38]=[CH:37][N:36]=[C:35]([CH2:39][N:40]4[CH2:41][CH2:42][NH:43][CH2:44][CH2:45]4)[CH:34]=3)[CH:26]=2)[CH:12]=1)([CH3:10])([CH3:8])[CH3:9]. (6) Reactant: [Cl:1][C:2]1[C:3]2[CH2:17][CH2:16][N:15]([C:18]([O:20][C:21]([CH3:24])([CH3:23])[CH3:22])=[O:19])[CH2:14][CH2:13][C:4]=2[CH:5]=[C:6]2[C:11]=1[NH:10][C:9](=O)[CH2:8][CH2:7]2.CCO.[OH-].[Na+]. The catalyst class is: 20. Product: [Cl:1][C:2]1[C:3]2[CH2:17][CH2:16][N:15]([C:18]([O:20][C:21]([CH3:24])([CH3:23])[CH3:22])=[O:19])[CH2:14][CH2:13][C:4]=2[CH:5]=[C:6]2[C:11]=1[NH:10][CH2:9][CH2:8][CH2:7]2.